From a dataset of Reaction yield outcomes from USPTO patents with 853,638 reactions. Predict the reaction yield, written as a fraction of the theoretical maximum amount of product (1.0 means a 100% yield; for example, 0.34 means a 34% yield). (1) The reactants are [F:1][C:2]1[CH:7]=[CH:6][C:5]([C:8](=O)[CH2:9][C:10]2[CH:14]=[CH:13][S:12][CH:11]=2)=[CH:4][CH:3]=1.[CH2:16]([O:18][C:19]1[CH:20]=[C:21]([CH:24]=[C:25]([N+:28]([O-:30])=[O:29])[C:26]=1[OH:27])[CH:22]=O)[CH3:17].[NH2:31][C:32]([NH2:34])=[O:33].Cl. The catalyst is CCO.CCOC(C)=O. The product is [CH2:16]([O:18][C:19]1[CH:20]=[C:21]([CH:22]2[C:9]([C:10]3[CH:14]=[CH:13][S:12][CH:11]=3)=[C:8]([C:5]3[CH:6]=[CH:7][C:2]([F:1])=[CH:3][CH:4]=3)[NH:34][C:32](=[O:33])[NH:31]2)[CH:24]=[C:25]([N+:28]([O-:30])=[O:29])[C:26]=1[OH:27])[CH3:17]. The yield is 0.270. (2) The reactants are I[C:2]1[NH:11][C:5]2=[N:6][CH:7]=[C:8]([CH3:10])[CH:9]=[C:4]2[C:3]=1[C:12]1[CH:13]=[N:14][CH:15]=[N:16][CH:17]=1.[CH3:18][N:19]([CH3:33])[CH2:20][CH2:21][CH2:22][O:23][C:24]1[CH:29]=[CH:28][C:27](B(O)O)=[CH:26][CH:25]=1.C(=O)([O-])[O-].[K+].[K+].Cl. The catalyst is O1CCOCC1.C1C=CC(P(C2C=CC=CC=2)[C-]2C=CC=C2)=CC=1.C1C=CC(P(C2C=CC=CC=2)[C-]2C=CC=C2)=CC=1.Cl[Pd]Cl.[Fe+2]. The product is [CH3:10][C:8]1[CH:9]=[C:4]2[C:3]([C:12]3[CH:13]=[N:14][CH:15]=[N:16][CH:17]=3)=[C:2]([C:27]3[CH:28]=[CH:29][C:24]([O:23][CH2:22][CH2:21][CH2:20][N:19]([CH3:18])[CH3:33])=[CH:25][CH:26]=3)[NH:11][C:5]2=[N:6][CH:7]=1. The yield is 0.550. (3) The catalyst is O1CCOCC1.O.C1C=CC(P(C2C=CC=CC=2)[C-]2C=CC=C2)=CC=1.C1C=CC(P(C2C=CC=CC=2)[C-]2C=CC=C2)=CC=1.Cl[Pd]Cl.[Fe+2]. The yield is 0.450. The reactants are Br[C:2]1[CH:31]=[CH:30][CH:29]=[C:28]([C:32]([F:35])([F:34])[F:33])[C:3]=1[CH2:4][N:5]1[C:13]2[C:8](=[C:9]([F:14])[CH:10]=[CH:11][CH:12]=2)[C:7]([C:15]2[C:24]([F:25])=[CH:23][C:18]([C:19]([O:21][CH3:22])=[O:20])=[C:17]([O:26][CH3:27])[CH:16]=2)=[N:6]1.[CH3:36]B(O)O.[O-]P([O-])([O-])=O.[K+].[K+].[K+]. The product is [F:25][C:24]1[C:15]([C:7]2[C:8]3[C:13](=[CH:12][CH:11]=[CH:10][C:9]=3[F:14])[N:5]([CH2:4][C:3]3[C:28]([C:32]([F:34])([F:33])[F:35])=[CH:29][CH:30]=[CH:31][C:2]=3[CH3:36])[N:6]=2)=[CH:16][C:17]([O:26][CH3:27])=[C:18]([CH:23]=1)[C:19]([O:21][CH3:22])=[O:20].[F:25][C:24]1[C:15]([C:7]2[C:8]3[C:13](=[CH:12][CH:11]=[CH:10][C:9]=3[F:14])[N:5]([CH2:4][C:3]3[CH:2]=[CH:31][CH:30]=[CH:29][C:28]=3[C:32]([F:33])([F:35])[F:34])[N:6]=2)=[CH:16][C:17]([O:26][CH3:27])=[C:18]([CH:23]=1)[C:19]([O:21][CH3:22])=[O:20]. (4) The reactants are [F:1][C:2]1[CH:10]=[C:9]2[C:5]([C:6]([CH2:12][NH:13][CH3:14])=[CH:7][N:8]2[CH3:11])=[CH:4][CH:3]=1.CNCC1C2C=CC=CC=2N2CCCC=12.[NH2:30][C:31]1[N:36]=[CH:35][C:34](/[CH:37]=[CH:38]/[C:39]([OH:41])=O)=[CH:33][CH:32]=1.Cl.O=C1NC2N=CC(/C=C/C(O)=O)=CC=2CC1. No catalyst specified. The product is [NH2:30][C:31]1[N:36]=[CH:35][C:34](/[CH:37]=[CH:38]/[C:39]([N:13]([CH2:12][C:6]2[C:5]3[C:9](=[CH:10][C:2]([F:1])=[CH:3][CH:4]=3)[N:8]([CH3:11])[CH:7]=2)[CH3:14])=[O:41])=[CH:33][CH:32]=1. The yield is 0.270. (5) The reactants are [CH3:1][O:2][C:3]1[CH:4]=[C:5]([CH2:9][C:10]([CH3:13])([OH:12])[CH3:11])[CH:6]=[CH:7][CH:8]=1.[Br:14]N1C(=O)CCC1=O. The catalyst is CC#N. The product is [Br:14][C:6]1[CH:7]=[CH:8][C:3]([O:2][CH3:1])=[CH:4][C:5]=1[CH2:9][C:10]([CH3:13])([OH:12])[CH3:11]. The yield is 0.640.